Dataset: Forward reaction prediction with 1.9M reactions from USPTO patents (1976-2016). Task: Predict the product of the given reaction. (1) Given the reactants C([C:3]1[C:4]([F:17])=[C:5]([CH:9]=[C:10]([O:15][CH3:16])[C:11]=1[N+:12]([O-])=O)[C:6]([OH:8])=[O:7])C.CC(O)=O, predict the reaction product. The product is: [NH2:12][C:11]1[C:10]([O:15][CH3:16])=[CH:9][C:5]([C:6]([OH:8])=[O:7])=[C:4]([F:17])[CH:3]=1. (2) Given the reactants [NH2:1][C:2]1[C:11]2[C:6](=[CH:7][CH:8]=[CH:9][C:10]=2[O:12][CH2:13][C@@H:14]([NH2:16])[CH3:15])[N:5]=[C:4]([CH3:17])[C:3]=1[C:18]([O:20][CH2:21][CH3:22])=[O:19].[OH:23][CH2:24][CH2:25][CH2:26][O:27][C:28]1[CH:36]=[CH:35][C:31]([C:32](O)=[O:33])=[CH:30][C:29]=1[O:37][CH3:38], predict the reaction product. The product is: [NH2:1][C:2]1[C:11]2[C:6](=[CH:7][CH:8]=[CH:9][C:10]=2[O:12][CH2:13][C@@H:14]([NH:16][C:32](=[O:33])[C:31]2[CH:35]=[CH:36][C:28]([O:27][CH2:26][CH2:25][CH2:24][OH:23])=[C:29]([O:37][CH3:38])[CH:30]=2)[CH3:15])[N:5]=[C:4]([CH3:17])[C:3]=1[C:18]([O:20][CH2:21][CH3:22])=[O:19]. (3) Given the reactants [O:1]1[CH2:6][CH2:5][N:4]([CH2:7][C:8]2[CH:43]=[CH:42][C:11]([CH:12]=[CH:13][C:14]3[C:22]4[C:17](=[CH:18][C:19](/[CH:23]=[C:24]5/[C:25](=[O:33])[NH:26][C:27]6[C:32]/5=[CH:31][CH:30]=[CH:29][CH:28]=6)=[CH:20][CH:21]=4)[N:16](COCC[Si](C)(C)C)[N:15]=3)=[CH:10][CH:9]=2)[CH2:3][CH2:2]1.B(F)(F)F.CCOCC.Cl, predict the reaction product. The product is: [O:1]1[CH2:2][CH2:3][N:4]([CH2:7][C:8]2[CH:43]=[CH:42][C:11]([CH:12]=[CH:13][C:14]3[C:22]4[C:17](=[CH:18][C:19](/[CH:23]=[C:24]5/[C:25](=[O:33])[NH:26][C:27]6[C:32]/5=[CH:31][CH:30]=[CH:29][CH:28]=6)=[CH:20][CH:21]=4)[NH:16][N:15]=3)=[CH:10][CH:9]=2)[CH2:5][CH2:6]1. (4) Given the reactants C1(C[O:8][C:9]2[CH:10]=[C:11]([CH:27]=[C:28]([O:30][CH:31]([CH3:33])[CH3:32])[CH:29]=2)[C:12]([NH:14][C:15]2[CH:19]=[CH:18][N:17]([C:20]([O:22][C:23]([CH3:26])([CH3:25])[CH3:24])=[O:21])[N:16]=2)=[O:13])C=CC=CC=1, predict the reaction product. The product is: [OH:8][C:9]1[CH:10]=[C:11]([CH:27]=[C:28]([O:30][CH:31]([CH3:33])[CH3:32])[CH:29]=1)[C:12]([NH:14][C:15]1[CH:19]=[CH:18][N:17]([C:20]([O:22][C:23]([CH3:26])([CH3:25])[CH3:24])=[O:21])[N:16]=1)=[O:13]. (5) The product is: [NH:2]1[C:10]2[C:5](=[CH:6][C:7]([NH:11][C:12]3[C:17]([C:18]#[N:19])=[CH:16][N:15]=[C:14]4[S:20][C:21]([C:27]#[C:26][CH2:25][CH2:24][N:28]5[CH2:29][CH2:30][N:31]([CH3:34])[CH2:32][CH2:33]5)=[CH:22][C:13]=34)=[CH:8][CH:9]=2)[CH:4]=[CH:3]1. Given the reactants Cl.[NH:2]1[C:10]2[C:5](=[CH:6][C:7]([NH:11][C:12]3[C:17]([C:18]#[N:19])=[CH:16][N:15]=[C:14]4[S:20][C:21](I)=[CH:22][C:13]=34)=[CH:8][CH:9]=2)[CH:4]=[CH:3]1.[CH2:24]([N:28]1[CH2:33][CH2:32][N:31]([CH3:34])[CH2:30][CH2:29]1)[CH2:25][C:26]#[CH:27].C(=O)([O-])[O-].[K+].[K+].C1(P(C2C=CC=CC=2)C2C=CC=CC=2)C=CC=CC=1, predict the reaction product. (6) Given the reactants [NH2:1][C:2]1[CH:3]=[C:4]([CH2:17][CH:18]([CH3:24])[C:19]([O:21]CC)=[O:20])[CH:5]=[CH:6][C:7]=1[N:8]([CH2:13][CH:14]([CH3:16])[CH3:15])[CH2:9][CH:10]([CH3:12])[CH3:11].[N:25]([C:28]1[CH:33]=[CH:32][C:31]([CH3:34])=[CH:30][CH:29]=1)=[C:26]=[O:27].[OH-].[Na+], predict the reaction product. The product is: [CH2:13]([N:8]([CH2:9][CH:10]([CH3:12])[CH3:11])[C:7]1[CH:6]=[CH:5][C:4]([CH2:17][CH:18]([CH3:24])[C:19]([OH:21])=[O:20])=[CH:3][C:2]=1[NH:1][C:26]([NH:25][C:28]1[CH:33]=[CH:32][C:31]([CH3:34])=[CH:30][CH:29]=1)=[O:27])[CH:14]([CH3:16])[CH3:15].